From a dataset of NCI-60 drug combinations with 297,098 pairs across 59 cell lines. Regression. Given two drug SMILES strings and cell line genomic features, predict the synergy score measuring deviation from expected non-interaction effect. (1) Drug 1: C1CCN(CC1)CCOC2=CC=C(C=C2)C(=O)C3=C(SC4=C3C=CC(=C4)O)C5=CC=C(C=C5)O. Drug 2: CC12CCC3C(C1CCC2OP(=O)(O)O)CCC4=C3C=CC(=C4)OC(=O)N(CCCl)CCCl.[Na+]. Cell line: HCT116. Synergy scores: CSS=-11.5, Synergy_ZIP=3.94, Synergy_Bliss=-2.27, Synergy_Loewe=-8.14, Synergy_HSA=-8.49. (2) Drug 1: C1=NC(=NC(=O)N1C2C(C(C(O2)CO)O)O)N. Drug 2: C1CCC(C(C1)N)N.C(=O)(C(=O)[O-])[O-].[Pt+4]. Cell line: RXF 393. Synergy scores: CSS=-1.88, Synergy_ZIP=1.80, Synergy_Bliss=0.718, Synergy_Loewe=1.54, Synergy_HSA=-2.10.